This data is from Forward reaction prediction with 1.9M reactions from USPTO patents (1976-2016). The task is: Predict the product of the given reaction. (1) Given the reactants [CH2:1]([N:8]1[CH:12]=[C:11]([NH:13][S:14]([C:17]2[S:18][CH:19]=[CH:20][CH:21]=2)(=[O:16])=[O:15])[CH:10]=[C:9]1[C:22]([O:24]CC)=O)[C:2]1[CH:7]=[CH:6][CH:5]=[CH:4][CH:3]=1.[H-].[Na+].[CH3:29]I.O, predict the reaction product. The product is: [CH2:1]([N:8]1[C:9]([CH:22]=[O:24])=[CH:10][C:11]([N:13]([CH3:29])[S:14]([C:17]2[S:18][CH:19]=[CH:20][CH:21]=2)(=[O:16])=[O:15])=[CH:12]1)[C:2]1[CH:7]=[CH:6][CH:5]=[CH:4][CH:3]=1. (2) Given the reactants [NH2:1][C:2]1[CH:3]=[C:4]([C:20]2[N:21]=[C:22]([C:25]3[CH:30]=[CH:29][N:28]=[CH:27][CH:26]=3)[S:23][CH:24]=2)[C:5](=[O:19])[N:6](CC2C=CC(OC)=CC=2)[C:7]=1[CH2:8][CH3:9].[CH3:31][N:32]([CH2:34][C:35](O)=[O:36])[CH3:33].COC1C=C(S)C=CC=1.C(O)(C(F)(F)F)=O, predict the reaction product. The product is: [CH3:31][N:32]([CH3:33])[CH2:34][C:35]([NH:1][C:2]1[CH:3]=[C:4]([C:20]2[N:21]=[C:22]([C:25]3[CH:30]=[CH:29][N:28]=[CH:27][CH:26]=3)[S:23][CH:24]=2)[C:5](=[O:19])[NH:6][C:7]=1[CH2:8][CH3:9])=[O:36]. (3) Given the reactants C(OC(=O)[NH:7][C@H:8]([C:14]([N:16]1[CH2:19][C:18]([F:21])([F:20])[CH2:17]1)=[O:15])[CH2:9][CH2:10][CH2:11][CH2:12][NH2:13])(C)(C)C.[Cl:23][C:24]1[CH:25]=[C:26]2[C:31](=[CH:32][C:33]=1[Cl:34])[N:30]=[C:29]([C:35](O)=[O:36])[CH:28]=[N:27]2, predict the reaction product. The product is: [ClH:23].[NH2:7][C@H:8]([C:14]([N:16]1[CH2:17][C:18]([F:20])([F:21])[CH2:19]1)=[O:15])[CH2:9][CH2:10][CH2:11][CH2:12][NH:13][C:35]([C:29]1[CH:28]=[N:27][C:26]2[C:31](=[CH:32][C:33]([Cl:34])=[C:24]([Cl:23])[CH:25]=2)[N:30]=1)=[O:36].